Dataset: Catalyst prediction with 721,799 reactions and 888 catalyst types from USPTO. Task: Predict which catalyst facilitates the given reaction. (1) Reactant: Cl[C:2]1[C:7]([C:8]([OH:10])=[O:9])=[CH:6][C:5]([F:11])=[C:4](Cl)[N:3]=1.C([O-])(=O)C.[Na+].[H][H]. Product: [F:11][C:5]1[CH:4]=[N:3][CH:2]=[C:7]([CH:6]=1)[C:8]([OH:10])=[O:9]. The catalyst class is: 19. (2) Reactant: Cl[CH2:2][CH2:3][C:4]1[CH:9]=[CH:8][C:7]([O:10][CH3:11])=[CH:6][CH:5]=1.O.[NH2:13][NH2:14]. Product: [CH3:11][O:10][C:7]1[CH:8]=[CH:9][C:4]([CH2:3][CH2:2][NH:13][NH2:14])=[CH:5][CH:6]=1. The catalyst class is: 8. (3) Reactant: N[C:2]1[CH:7]=[CH:6][C:5]([N:8]2[C:12](=[O:13])[NH:11][C:10]([C:14]3[C:19]([F:20])=[CH:18][CH:17]=[CH:16][C:15]=3[Cl:21])=[N:9]2)=[CH:4][C:3]=1[O:22][CH3:23].CC1C=CC(S(O)(=O)=O)=CC=1.[I-:35].[K+].N([O-])=O.[Na+]. Product: [Cl:21][C:15]1[CH:16]=[CH:17][CH:18]=[C:19]([F:20])[C:14]=1[C:10]1[NH:11][C:12](=[O:13])[N:8]([C:5]2[CH:6]=[CH:7][C:2]([I:35])=[C:3]([O:22][CH3:23])[CH:4]=2)[N:9]=1. The catalyst class is: 10. (4) Product: [Cl:29][C:25]1[N:24]=[C:23]([C:30]2[CH:35]=[CH:34][CH:33]=[CH:32][CH:31]=2)[N:22]([CH2:21][C:18]2[CH:17]=[CH:16][C:15]([C:10]3[C:9]([S:6]([NH2:5])(=[O:7])=[O:8])=[CH:14][CH:13]=[CH:12][CH:11]=3)=[CH:20][CH:19]=2)[C:26]=1[CH:27]=[O:28]. Reactant: CN(C=[N:5][S:6]([C:9]1[C:10]([C:15]2[CH:20]=[CH:19][C:18]([CH2:21][N:22]3[C:26]([CH:27]=[O:28])=[C:25]([Cl:29])[N:24]=[C:23]3[C:30]3[CH:35]=[CH:34][CH:33]=[CH:32][CH:31]=3)=[CH:17][CH:16]=2)=[CH:11][CH:12]=[CH:13][CH:14]=1)(=[O:8])=[O:7])C.Cl. The catalyst class is: 8. (5) Reactant: CON(C)[C:4]([C@@H:6]1[CH2:8][C@H:7]1[C:9]1[CH:14]=[CH:13][C:12]([Cl:15])=[CH:11][CH:10]=1)=[O:5].CC(C)([O-:20])C.[K+].O.Cl. Product: [Cl:15][C:12]1[CH:13]=[CH:14][C:9]([C@@H:7]2[CH2:8][C@H:6]2[C:4]([OH:20])=[O:5])=[CH:10][CH:11]=1. The catalyst class is: 237. (6) Reactant: [NH2:1][C:2]1[C:7]([NH:8][C:9]2[CH:14]=[CH:13][C:12]([I:15])=[CH:11][C:10]=2[F:16])=[C:6]([CH3:17])[C:5](=[O:18])[N:4]2[CH2:19][CH2:20][O:21][C:3]=12.[CH3:22][C:23]1([CH2:27][S:28](Cl)(=[O:30])=[O:29])[CH2:26][O:25][CH2:24]1. Product: [F:16][C:10]1[CH:11]=[C:12]([I:15])[CH:13]=[CH:14][C:9]=1[NH:8][C:7]1[C:2]([NH:1][S:28]([CH2:27][C:23]2([CH3:22])[CH2:26][O:25][CH2:24]2)(=[O:30])=[O:29])=[C:3]2[O:21][CH2:20][CH2:19][N:4]2[C:5](=[O:18])[C:6]=1[CH3:17]. The catalyst class is: 17. (7) Reactant: [CH3:1][C@H:2]1[C@H:6]([C:7]2[S:8][CH:9]=[CH:10][N:11]=2)[O:5][C:4](=[O:12])[NH:3]1.[H-].[Na+].[Cl:15][C:16]1[CH:21]=[C:20](Cl)[N:19]=[C:18]([N:23]2[CH2:28][CH2:27][O:26][CH2:25][CH2:24]2)[N:17]=1. Product: [Cl:15][C:16]1[N:17]=[C:18]([N:23]2[CH2:28][CH2:27][O:26][CH2:25][CH2:24]2)[N:19]=[C:20]([N:3]2[C@@H:2]([CH3:1])[C@H:6]([C:7]3[S:8][CH:9]=[CH:10][N:11]=3)[O:5][C:4]2=[O:12])[CH:21]=1. The catalyst class is: 3.